This data is from Reaction yield outcomes from USPTO patents with 853,638 reactions. The task is: Predict the reaction yield, written as a fraction of the theoretical maximum amount of product (1.0 means a 100% yield; for example, 0.34 means a 34% yield). (1) The reactants are I[C:2]1[CH:22]=[CH:21][C:5]2[O:6][CH2:7][C:8]3([C:11]4[N:12]([N:13]=[C:14]([C:16](OCC)=[O:17])[CH:15]=4)[C:4]=2[CH:3]=1)[CH2:10][CH2:9]3.C(N)=[NH:24].C[O-].[Na+].[C:29]([C@:31]1([OH:38])[CH2:35][CH2:34][N:33]([CH3:36])[C:32]1=[O:37])#[CH:30]. The catalyst is CN(C=O)C.CO.[Cl-].[NH4+].Cl[Pd](Cl)([P](C1C=CC=CC=1)(C1C=CC=CC=1)C1C=CC=CC=1)[P](C1C=CC=CC=1)(C1C=CC=CC=1)C1C=CC=CC=1. The product is [OH:38][C@@:31]1([C:29]#[C:30][C:2]2[CH:22]=[CH:21][C:5]3[O:6][CH2:7][C:8]4([C:11]5[N:12]([N:13]=[C:14]([C:16]([NH2:24])=[O:17])[CH:15]=5)[C:4]=3[CH:3]=2)[CH2:10][CH2:9]4)[CH2:35][CH2:34][N:33]([CH3:36])[C:32]1=[O:37]. The yield is 0.270. (2) The reactants are C([CH:18]1[CH:21]([NH:22][C@H:23]([CH2:44][C:45]2[CH:50]=[CH:49][C:48]([Cl:51])=[CH:47][CH:46]=2)[C:24]([NH:26][N:27]2[CH2:31][CH2:30][C@H:29]([N:32]([CH:38]3[CH2:43][CH2:42][CH2:41][CH2:40][CH2:39]3)[C:33](=[O:37])[CH:34]([CH3:36])[CH3:35])[CH2:28]2)=[O:25])[CH2:20][N:19]1[CH3:52])(OCC1C2C(=CC=CC=2)C2C1=CC=CC=2)=O. The catalyst is N1CCCCC1.CN(C=O)C. The product is [CH3:52][N:19]1[CH2:20][CH:21]([NH:22][C@H:23]([CH2:44][C:45]2[CH:46]=[CH:47][C:48]([Cl:51])=[CH:49][CH:50]=2)[C:24]([NH:26][N:27]2[CH2:31][CH2:30][C@H:29]([N:32]([CH:38]3[CH2:43][CH2:42][CH2:41][CH2:40][CH2:39]3)[C:33](=[O:37])[CH:34]([CH3:36])[CH3:35])[CH2:28]2)=[O:25])[CH2:18]1. The yield is 0.735. (3) The reactants are [CH2:1]([C:3]1[CH:4]=[N:5][N:6]([CH3:16])[C:7]=1[C:8]1[CH:9]=[C:10]([C:13]([OH:15])=O)[S:11][CH:12]=1)[CH3:2].[NH2:17][C@@H:18]([CH2:31][C:32]1[CH:37]=[CH:36][CH:35]=[CH:34][C:33]=1[C:38]([F:41])([F:40])[F:39])[CH2:19][N:20]1[C:28](=[O:29])[C:27]2[C:22](=[CH:23][CH:24]=[CH:25][CH:26]=2)[C:21]1=[O:30].C1CN([P+](Br)(N2CCCC2)N2CCCC2)CC1.F[P-](F)(F)(F)(F)F.CCN(C(C)C)C(C)C. The catalyst is C(Cl)(Cl)Cl. The product is [O:29]=[C:28]1[C:27]2[C:22](=[CH:23][CH:24]=[CH:25][CH:26]=2)[C:21](=[O:30])[N:20]1[CH2:19][C@@H:18]([NH:17][C:13]([C:10]1[S:11][CH:12]=[C:8]([C:7]2[N:6]([CH3:16])[N:5]=[CH:4][C:3]=2[CH2:1][CH3:2])[CH:9]=1)=[O:15])[CH2:31][C:32]1[CH:37]=[CH:36][CH:35]=[CH:34][C:33]=1[C:38]([F:40])([F:39])[F:41]. The yield is 0.710. (4) The reactants are Br[C:2]1[C:3](=[O:11])[N:4]([CH3:10])[C:5]([S:8][CH3:9])=[N:6][CH:7]=1.[CH3:12][C:13]1[CH:18]=[C:17]([CH3:19])[CH:16]=[CH:15][C:14]=1B(O)O.C(=O)([O-])[O-].[K+].[K+].O. The catalyst is O1CCOCC1.C(OCC)(=O)C.C1C=CC([P]([Pd]([P](C2C=CC=CC=2)(C2C=CC=CC=2)C2C=CC=CC=2)([P](C2C=CC=CC=2)(C2C=CC=CC=2)C2C=CC=CC=2)[P](C2C=CC=CC=2)(C2C=CC=CC=2)C2C=CC=CC=2)(C2C=CC=CC=2)C2C=CC=CC=2)=CC=1. The product is [CH3:12][C:13]1[CH:18]=[C:17]([CH3:19])[CH:16]=[CH:15][C:14]=1[C:2]1[C:3](=[O:11])[N:4]([CH3:10])[C:5]([S:8][CH3:9])=[N:6][CH:7]=1. The yield is 0.860.